This data is from Peptide-MHC class I binding affinity with 185,985 pairs from IEDB/IMGT. The task is: Regression. Given a peptide amino acid sequence and an MHC pseudo amino acid sequence, predict their binding affinity value. This is MHC class I binding data. (1) The MHC is HLA-B07:02 with pseudo-sequence HLA-B07:02. The binding affinity (normalized) is 0.0847. The peptide sequence is LEKWNLGII. (2) The peptide sequence is QGYSHGDIK. The MHC is HLA-A03:01 with pseudo-sequence HLA-A03:01. The binding affinity (normalized) is 0.131. (3) The peptide sequence is SQEVQNSIL. The MHC is HLA-B39:01 with pseudo-sequence HLA-B39:01. The binding affinity (normalized) is 0.635. (4) The MHC is HLA-A02:01 with pseudo-sequence HLA-A02:01. The binding affinity (normalized) is 0.872. The peptide sequence is YMYAVSGAL. (5) The peptide sequence is FVATFRDML. The MHC is HLA-A68:02 with pseudo-sequence HLA-A68:02. The binding affinity (normalized) is 0.773. (6) The peptide sequence is VILYFMYRK. The MHC is HLA-A02:12 with pseudo-sequence HLA-A02:12. The binding affinity (normalized) is 0.0847. (7) The peptide sequence is VLLGGVGLVL. The MHC is HLA-A02:02 with pseudo-sequence HLA-A02:02. The binding affinity (normalized) is 0.149. (8) The peptide sequence is TPALAARGF. The MHC is HLA-B48:01 with pseudo-sequence HLA-B48:01. The binding affinity (normalized) is 0.0847. (9) The peptide sequence is AEAAVKPLL. The MHC is HLA-B40:02 with pseudo-sequence HLA-B40:02. The binding affinity (normalized) is 0.0868. (10) The peptide sequence is SMTYLYNKY. The MHC is HLA-A68:01 with pseudo-sequence HLA-A68:01. The binding affinity (normalized) is 0.228.